Dataset: Full USPTO retrosynthesis dataset with 1.9M reactions from patents (1976-2016). Task: Predict the reactants needed to synthesize the given product. (1) Given the product [CH3:27][CH:28]1[C:33]([C:4]2[C:5]3[C:6](=[N:7][CH:8]=[C:9]([N+:15]([O-:17])=[O:16])[C:10]=3[C:11]([F:14])([F:13])[F:12])[N:2]([CH3:1])[CH:3]=2)=[CH:32][CH2:31][N:30]([C:42]([O:44][C:45]([CH3:46])([CH3:48])[CH3:47])=[O:43])[CH2:29]1, predict the reactants needed to synthesize it. The reactants are: [CH3:1][N:2]1[C:6]2=[N:7][CH:8]=[C:9]([N+:15]([O-:17])=[O:16])[C:10]([C:11]([F:14])([F:13])[F:12])=[C:5]2[C:4](B2OC(C)(C)C(C)(C)O2)=[CH:3]1.[CH3:27][CH:28]1[C:33](OS(C(F)(F)F)(=O)=O)=[CH:32][CH2:31][N:30]([C:42]([O:44][C:45]([CH3:48])([CH3:47])[CH3:46])=[O:43])[CH2:29]1.C([O-])([O-])=O.[K+].[K+]. (2) Given the product [C:7]([C:11]1[CH:12]=[C:13]([NH:17]/[C:18](/[S:19][CH3:1])=[N:4]/[C:5]#[N:6])[CH:14]=[CH:15][CH:16]=1)([CH3:10])([CH3:8])[CH3:9], predict the reactants needed to synthesize it. The reactants are: [CH3:1][O-].[Na+].[N:4]#[C:5][NH2:6].[C:7]([C:11]1[CH:16]=[CH:15][CH:14]=[C:13]([N:17]=[C:18]=[S:19])[CH:12]=1)([CH3:10])([CH3:9])[CH3:8].IC. (3) Given the product [CH2:1]([O:3][C:4](=[O:17])[C:5]([O:8][C:9]1[CH:14]=[CH:13][C:12]([O:15][CH2:27][CH2:26][NH:25][C:18]([O:20][C:21]([CH3:24])([CH3:23])[CH3:22])=[O:19])=[CH:11][C:10]=1[CH3:16])([CH3:6])[CH3:7])[CH3:2], predict the reactants needed to synthesize it. The reactants are: [CH2:1]([O:3][C:4](=[O:17])[C:5]([O:8][C:9]1[CH:14]=[CH:13][C:12]([OH:15])=[CH:11][C:10]=1[CH3:16])([CH3:7])[CH3:6])[CH3:2].[C:18]([NH:25][CH2:26][CH2:27]O)([O:20][C:21]([CH3:24])([CH3:23])[CH3:22])=[O:19].C1(P(C2C=CC=CC=2)C2C=CC=CC=2)C=CC=CC=1.N(C(OC(C)(C)C)=O)=NC(OC(C)(C)C)=O. (4) The reactants are: [Cl:1][C:2]1[CH:10]=[C:9]([Cl:11])[C:8]([N+:12]([O-:14])=[O:13])=[CH:7][C:3]=1[C:4](O)=[O:5].S(Cl)(Cl)=O.[CH3:19][NH2:20]. Given the product [Cl:1][C:2]1[CH:10]=[C:9]([Cl:11])[C:8]([N+:12]([O-:14])=[O:13])=[CH:7][C:3]=1[C:4]([NH:20][CH3:19])=[O:5], predict the reactants needed to synthesize it. (5) Given the product [Cl:1][C:2]1[CH:7]=[CH:6][CH:5]=[C:4]([F:8])[C:3]=1[NH:9][C:10]1[N:14]([CH3:15])[C:13]2[C:16]3[CH2:17][C:18]([CH3:27])([CH3:26])[O:19][C:20]=3[C:21]([C:23]([NH:32][C:33]3[CH:38]=[CH:37][C:36]([C:39]([F:40])([F:42])[F:41])=[CH:35][N+:34]=3[O-:43])=[O:24])=[CH:22][C:12]=2[N:11]=1, predict the reactants needed to synthesize it. The reactants are: [Cl:1][C:2]1[CH:7]=[CH:6][CH:5]=[C:4]([F:8])[C:3]=1[NH:9][C:10]1[N:14]([CH3:15])[C:13]2[C:16]3[CH2:17][C:18]([CH3:27])([CH3:26])[O:19][C:20]=3[C:21]([C:23](O)=[O:24])=[CH:22][C:12]=2[N:11]=1.S(Cl)(Cl)=O.[NH2:32][C:33]1[CH:38]=[CH:37][C:36]([C:39]([F:42])([F:41])[F:40])=[CH:35][N+:34]=1[O-:43].CCN(C(C)C)C(C)C. (6) Given the product [OH:22][CH:21]([C:20]1[CH:19]=[CH:18][N:17]=[CH:16][C:15]=1[C:12]1[CH:13]=[CH:14][C:9]2[O:8][C:7](=[O:23])[N:6]([CH3:5])[C:10]=2[CH:11]=1)[CH2:1][CH3:2], predict the reactants needed to synthesize it. The reactants are: [CH2:1]([Mg]Br)[CH3:2].[CH3:5][N:6]1[C:10]2[CH:11]=[C:12]([C:15]3[CH:16]=[N:17][CH:18]=[CH:19][C:20]=3[CH:21]=[O:22])[CH:13]=[CH:14][C:9]=2[O:8][C:7]1=[O:23].